From a dataset of Forward reaction prediction with 1.9M reactions from USPTO patents (1976-2016). Predict the product of the given reaction. (1) Given the reactants CNC.C1COCC1.[CH3:9][N:10]([CH:12]=O)[CH3:11].ClC[C:16](=[NH:49])[NH:17][S:18]([C:21]1[CH:26]=[CH:25][CH:24]=[C:23]([C:27](=[O:48])[C:28](=[C:39]2[NH:43][C:42]3[CH:44]=[CH:45][CH:46]=[CH:47][C:41]=3[NH:40]2)[C:29]([C:31]2[CH:36]=[C:35]([F:37])[CH:34]=[C:33]([F:38])[CH:32]=2)=[O:30])[CH:22]=1)(=[O:20])=[O:19], predict the reaction product. The product is: [F:37][C:35]1[CH:36]=[C:31]([C:29](=[O:30])[C:28](=[C:39]2[NH:40][C:41]3[CH:47]=[CH:46][CH:45]=[CH:44][C:42]=3[NH:43]2)[C:27]([C:23]2[CH:22]=[C:21]([S:18]([NH:17][C:16](=[NH:49])[CH2:12][N:10]([CH3:9])[CH3:11])(=[O:19])=[O:20])[CH:26]=[CH:25][CH:24]=2)=[O:48])[CH:32]=[C:33]([F:38])[CH:34]=1. (2) Given the reactants [Si]([O:8][CH2:9][C:10]1[N:11]([CH3:45])[C:12]2[CH:13]=[C:14]3[CH:23]=[CH:22][CH2:21][C:20]4[C:24]([OH:44])=[C:25]([C:40]([O:42][CH3:43])=[O:41])[C:26](=[O:39])[N:27]([CH2:28][C:29]5[CH:34]=[CH:33][C:32]([O:35][CH3:36])=[CH:31][C:30]=5[O:37][CH3:38])[C:19]=4[C:15]3=[CH:16][C:17]=2[CH:18]=1)(C(C)(C)C)(C)C.CCCC[N+](CCCC)(CCCC)CCCC.[F-], predict the reaction product. The product is: [CH3:38][O:37][C:30]1[CH:31]=[C:32]([O:35][CH3:36])[CH:33]=[CH:34][C:29]=1[CH2:28][N:27]1[C:19]2[C:15]3=[CH:16][C:17]4[CH:18]=[C:10]([CH2:9][OH:8])[N:11]([CH3:45])[C:12]=4[CH:13]=[C:14]3[CH:23]=[CH:22][CH2:21][C:20]=2[C:24]([OH:44])=[C:25]([C:40]([O:42][CH3:43])=[O:41])[C:26]1=[O:39].